From a dataset of Catalyst prediction with 721,799 reactions and 888 catalyst types from USPTO. Predict which catalyst facilitates the given reaction. (1) Reactant: C(OC([NH:8][C@@H:9]([C@@H:35]([OH:46])[C:36]1[CH:41]=[CH:40][C:39]([C:42]([F:45])([F:44])[F:43])=[CH:38][CH:37]=1)[CH2:10][N:11]([C:19]1[S:20][C:21]([C:24]2[CH:25]=[C:26]3[C:31](=[CH:32][CH:33]=2)[CH:30]=[N:29][C:28]([F:34])=[CH:27]3)=[CH:22][N:23]=1)C(=O)OC(C)(C)C)=O)(C)(C)C.[C:47]([OH:53])([C:49]([F:52])([F:51])[F:50])=[O:48]. Product: [F:50][C:49]([F:52])([F:51])[C:47]([OH:53])=[O:48].[NH2:8][C@H:9]([CH2:10][NH:11][C:19]1[S:20][C:21]([C:24]2[CH:25]=[C:26]3[C:31](=[CH:32][CH:33]=2)[CH:30]=[N:29][C:28]([F:34])=[CH:27]3)=[CH:22][N:23]=1)[C@H:35]([C:36]1[CH:41]=[CH:40][C:39]([C:42]([F:44])([F:45])[F:43])=[CH:38][CH:37]=1)[OH:46]. The catalyst class is: 2. (2) The catalyst class is: 16. Reactant: [CH2:1]1[S:5][C@@H:4]([CH2:6][CH2:7][CH2:8][CH2:9][C:10](NCCCCCC(NCCCCCC(NN)=O)=O)=[O:11])[C@H:3]2[NH:30][C:31]([NH:33][C@@H:2]12)=[O:32].C(N=C=NCCCN(C)C)C.C1N(CCS(O)(=O)=O)CC[O:47]C1. Product: [OH:47][C:10]([CH2:9][CH2:8][CH2:7][CH2:6][C@H:4]1[C@@H:3]2[C@@H:2]([NH:33][C:31]([NH:30]2)=[O:32])[CH2:1][S:5]1)=[O:11]. (3) Reactant: [CH2:1]([O:3][C:4]([N:6]1[CH2:11][CH2:10][C:9]([C:39]#[N:40])([NH:12][C:13](=[O:38])[CH:14]([NH:22][C:23]([CH:25]2[CH2:30][CH2:29][N:28](C(OC(C)(C)C)=O)[CH2:27][CH2:26]2)=[O:24])[CH2:15][CH:16]2[CH2:21][CH2:20][CH2:19][CH2:18][CH2:17]2)[CH2:8][CH2:7]1)=[O:5])[CH3:2]. Product: [CH2:1]([O:3][C:4]([N:6]1[CH2:7][CH2:8][C:9]([C:39]#[N:40])([NH:12][C:13](=[O:38])[CH:14]([NH:22][C:23]([CH:25]2[CH2:26][CH2:27][NH:28][CH2:29][CH2:30]2)=[O:24])[CH2:15][CH:16]2[CH2:21][CH2:20][CH2:19][CH2:18][CH2:17]2)[CH2:10][CH2:11]1)=[O:5])[CH3:2]. The catalyst class is: 89.